The task is: Predict the product of the given reaction.. This data is from Forward reaction prediction with 1.9M reactions from USPTO patents (1976-2016). (1) Given the reactants [NH2:1][C:2]1[CH:10]=[CH:9][CH:8]=[C:7]2[C:3]=1[C:4](=[O:21])[N:5]([CH:12]1[CH2:17][CH:16]([OH:18])[C:15](=[O:19])[NH:14][C:13]1=[O:20])[C:6]2=[O:11].[O:22]1[CH:26]=[CH:25][CH:24]=[C:23]1[CH:27]=O.[BH4-].[Na+], predict the reaction product. The product is: [O:22]1[CH:26]=[CH:25][CH:24]=[C:23]1[CH2:27][NH:1][C:2]1[CH:10]=[CH:9][CH:8]=[C:7]2[C:3]=1[C:4](=[O:21])[N:5]([CH:12]1[CH2:17][CH:16]([OH:18])[C:15](=[O:19])[NH:14][C:13]1=[O:20])[C:6]2=[O:11]. (2) Given the reactants Br[C:2]1[CH:3]=[CH:4][C:5]([F:20])=[C:6]([C:8]2[CH:13]=[CH:12][C:11]([S:14]([CH3:17])(=[O:16])=[O:15])=[CH:10][C:9]=2[O:18][CH3:19])[CH:7]=1.[B:21]1([B:21]2[O:25][C:24]([CH3:27])([CH3:26])[C:23]([CH3:29])([CH3:28])[O:22]2)[O:25][C:24]([CH3:27])([CH3:26])[C:23]([CH3:29])([CH3:28])[O:22]1.C([O-])(=O)C.[K+], predict the reaction product. The product is: [F:20][C:5]1[C:6]([C:8]2[CH:13]=[CH:12][C:11]([S:14]([CH3:17])(=[O:16])=[O:15])=[CH:10][C:9]=2[O:18][CH3:19])=[CH:7][C:2]([B:21]2[O:25][C:24]([CH3:27])([CH3:26])[C:23]([CH3:29])([CH3:28])[O:22]2)=[CH:3][CH:4]=1. (3) Given the reactants [Cl:1][C:2]1[CH:3]=[C:4]([CH:7]=[C:8]([O:10][C:11]2[C:16](=[O:17])[NH:15][CH:14]=[N:13][C:12]=2[C:18]([F:21])([F:20])[F:19])[CH:9]=1)[C:5]#[N:6].C(N(CC)CC)C.[Br:29][C:30]1[C:35](=[O:36])[N:34]([CH2:37][C:38]2[CH:43]=[CH:42][C:41]([O:44][CH3:45])=[CH:40][CH:39]=2)[N:33]=[C:32]([CH2:46]CS([O-])(=O)=O)[CH:31]=1.O, predict the reaction product. The product is: [Br:29][C:30]1[C:35](=[O:36])[N:34]([CH2:37][C:38]2[CH:43]=[CH:42][C:41]([O:44][CH3:45])=[CH:40][CH:39]=2)[N:33]=[C:32]([CH2:46][N:15]2[C:16](=[O:17])[C:11]([O:10][C:8]3[CH:7]=[C:4]([CH:3]=[C:2]([Cl:1])[CH:9]=3)[C:5]#[N:6])=[C:12]([C:18]([F:19])([F:20])[F:21])[N:13]=[CH:14]2)[CH:31]=1. (4) Given the reactants Cl[C:2]1[C:11]2[C:6](=[CH:7][CH:8]=[CH:9][C:10]=2[C:12]2[CH:17]=[CH:16][CH:15]=[CH:14][CH:13]=2)[C:5]([C:18]2[CH:19]=[N:20][CH:21]=[C:22]([CH:26]=2)[C:23]([O-:25])=[O:24])=[N:4][N:3]=1.[NH2:27][CH2:28][C:29]1[CH:34]=[CH:33][CH:32]=[CH:31][N:30]=1.[C:35](NS(C1C=NC=C(C2C3C(=C(C4C=CC=CC=4)C=CC=3)C(NCC3C=CC=CN=3)=NN=2)C=1)(=O)=O)(C)(C)[CH3:36], predict the reaction product. The product is: [C:12]1([C:10]2[CH:9]=[CH:8][CH:7]=[C:6]3[C:11]=2[C:2]([NH:27][CH2:28][C:29]2[CH:34]=[CH:33][CH:32]=[CH:31][N:30]=2)=[N:3][N:4]=[C:5]3[C:18]2[CH:19]=[N:20][CH:21]=[C:22]([CH:26]=2)[C:23]([O:25][CH2:35][CH3:36])=[O:24])[CH:17]=[CH:16][CH:15]=[CH:14][CH:13]=1.